This data is from Peptide-MHC class II binding affinity with 134,281 pairs from IEDB. The task is: Regression. Given a peptide amino acid sequence and an MHC pseudo amino acid sequence, predict their binding affinity value. This is MHC class II binding data. (1) The peptide sequence is KPVSQMRMATPLLMRPM. The MHC is DRB1_0701 with pseudo-sequence DRB1_0701. The binding affinity (normalized) is 0.706. (2) The peptide sequence is PTPKGTVMDIISRKDQR. The MHC is DRB1_0901 with pseudo-sequence DRB1_0901. The binding affinity (normalized) is 0.198. (3) The peptide sequence is IARLPQVASYVYRRI. The binding affinity (normalized) is 0.696. The MHC is DRB1_1501 with pseudo-sequence DRB1_1501.